This data is from Reaction yield outcomes from USPTO patents with 853,638 reactions. The task is: Predict the reaction yield, written as a fraction of the theoretical maximum amount of product (1.0 means a 100% yield; for example, 0.34 means a 34% yield). The reactants are [Cl:1][C:2]1[N:7]=[C:6]([NH:8][C:9]2[CH:14]=[CH:13][CH:12]=[C:11]([N+:15]([O-:17])=[O:16])[CH:10]=2)[CH:5]=[CH:4][N:3]=1.CCN(C(C)C)C(C)C.Cl[C:28]([O:30][CH2:31][C:32]1[CH:37]=[CH:36][CH:35]=[CH:34][CH:33]=1)=[O:29]. The catalyst is C1COCC1. The product is [Cl:1][C:2]1[N:7]=[C:6]([N:8]([C:9]2[CH:14]=[CH:13][CH:12]=[C:11]([N+:15]([O-:17])=[O:16])[CH:10]=2)[C:28](=[O:29])[O:30][CH2:31][C:32]2[CH:37]=[CH:36][CH:35]=[CH:34][CH:33]=2)[CH:5]=[CH:4][N:3]=1. The yield is 0.770.